This data is from Catalyst prediction with 721,799 reactions and 888 catalyst types from USPTO. The task is: Predict which catalyst facilitates the given reaction. (1) Reactant: C([N:8]([CH:35]1[CH2:39][CH2:38][CH2:37][CH2:36]1)[C:9]1[N:14]=[N:13][C:12]([NH:15][C:16]([C:18]2[CH:34]=[CH:33][C:21]([O:22][C@@H:23]3[CH2:28][CH2:27][C@H:26]([C:29]([O:31][CH3:32])=[O:30])[CH2:25][CH2:24]3)=[CH:20][CH:19]=2)=[O:17])=[CH:11][CH:10]=1)C1C=CC=CC=1.CO.Cl.[H][H]. Product: [CH:35]1([NH:8][C:9]2[N:14]=[N:13][C:12]([NH:15][C:16]([C:18]3[CH:19]=[CH:20][C:21]([O:22][C@@H:23]4[CH2:28][CH2:27][C@H:26]([C:29]([O:31][CH3:32])=[O:30])[CH2:25][CH2:24]4)=[CH:33][CH:34]=3)=[O:17])=[CH:11][CH:10]=2)[CH2:36][CH2:37][CH2:38][CH2:39]1. The catalyst class is: 505. (2) Reactant: S(Cl)(Cl)=O.[Cl:5][C:6]1[CH:11]=[CH:10][CH:9]=[CH:8][C:7]=1[CH:12](O)[CH3:13].[ClH:15]. Product: [Cl:5][C:6]1[CH:11]=[CH:10][CH:9]=[CH:8][C:7]=1[CH:12]([Cl:15])[CH3:13]. The catalyst class is: 11. (3) Reactant: [N+:1]([O-:4])([O-])=[O:2].[K+].[CH2:6]([S:8]([C:11]1[CH:16]=[CH:15][CH:14]=[CH:13][CH:12]=1)(=[O:10])=[O:9])[CH3:7]. Product: [CH2:6]([S:8]([C:11]1[CH:16]=[CH:15][CH:14]=[C:13]([N+:1]([O-:4])=[O:2])[CH:12]=1)(=[O:9])=[O:10])[CH3:7]. The catalyst class is: 33. (4) Reactant: [NH2:1][CH:2]1[C:11]2[CH:10]=[N:9][CH:8]=[C:7]([N:12]3[CH2:20][C:19]4[C:14](=[CH:15][CH:16]=[C:17]([Cl:21])[CH:18]=4)[C:13]3=[O:22])[C:6]=2[CH2:5][CH2:4][CH2:3]1.CCN(CC)CC.[CH2:30]([S:32](Cl)(=[O:34])=[O:33])[CH3:31]. Product: [Cl:21][C:17]1[CH:18]=[C:19]2[C:14](=[CH:15][CH:16]=1)[C:13](=[O:22])[N:12]([C:7]1[C:6]3[CH2:5][CH2:4][CH2:3][CH:2]([NH:1][S:32]([CH2:30][CH3:31])(=[O:34])=[O:33])[C:11]=3[CH:10]=[N:9][CH:8]=1)[CH2:20]2. The catalyst class is: 2. (5) The catalyst class is: 20. Reactant: Br[C:2]1[CH:7]=[C:6]([C:8]([CH3:11])([CH3:10])[CH3:9])[CH:5]=[C:4]([C:12]([CH3:15])([CH3:14])[CH3:13])[CH:3]=1.[Li]CCCC.[B:21](OC)([O:24]C)[O:22]C.Cl. Product: [C:12]([C:4]1[CH:3]=[C:2]([B:21]([OH:24])[OH:22])[CH:7]=[C:6]([C:8]([CH3:11])([CH3:10])[CH3:9])[CH:5]=1)([CH3:15])([CH3:14])[CH3:13]. (6) Reactant: [S:1]1[C:5]([CH:6]=[O:7])=[CH:4][C:3]2[CH:8]=[CH:9][CH:10]=[CH:11][C:2]1=2.[BH4-].[Na+]. Product: [S:1]1[C:5]([CH2:6][OH:7])=[CH:4][C:3]2[CH:8]=[CH:9][CH:10]=[CH:11][C:2]1=2. The catalyst class is: 1. (7) Reactant: [NH2:1][CH2:2][CH2:3][N:4]1[C:13]2[C:8](=[N:9][CH:10]=[C:11]([CH2:14][C:15]3[CH:20]=[CH:19][C:18]([F:21])=[CH:17][CH:16]=3)[CH:12]=2)[C:7]([OH:22])=[C:6]([C:23]([NH:25][CH2:26][CH2:27][O:28][CH2:29][CH2:30][OH:31])=[O:24])[C:5]1=[O:32].C(N(C(C)C)CC)(C)C.[CH3:42][S:43](Cl)(=[O:45])=[O:44]. Product: [F:21][C:18]1[CH:17]=[CH:16][C:15]([CH2:14][C:11]2[CH:12]=[C:13]3[C:8]([C:7]([OH:22])=[C:6]([C:23]([NH:25][CH2:26][CH2:27][O:28][CH2:29][CH2:30][OH:31])=[O:24])[C:5](=[O:32])[N:4]3[CH2:3][CH2:2][NH:1][S:43]([CH3:42])(=[O:45])=[O:44])=[N:9][CH:10]=2)=[CH:20][CH:19]=1. The catalyst class is: 3. (8) Reactant: C([N:8]1[CH2:12][CH2:11][CH2:10][CH:9]1[CH2:13][N:14]1[C:18]2=[N:19][CH:20]=[CH:21][CH:22]=[C:17]2[C:16]([S:23]([C:26]2[CH:31]=[CH:30][CH:29]=[C:28]([Cl:32])[CH:27]=2)(=[O:25])=[O:24])=[CH:15]1)C1C=CC=CC=1.ClC(OC(Cl)=O)C. Product: [Cl:32][C:28]1[CH:27]=[C:26]([S:23]([C:16]2[C:17]3[C:18](=[N:19][CH:20]=[CH:21][CH:22]=3)[N:14]([CH2:13][CH:9]3[CH2:10][CH2:11][CH2:12][NH:8]3)[CH:15]=2)(=[O:25])=[O:24])[CH:31]=[CH:30][CH:29]=1. The catalyst class is: 26.